From a dataset of Forward reaction prediction with 1.9M reactions from USPTO patents (1976-2016). Predict the product of the given reaction. The product is: [CH3:1][O:2][C:3]([CH2:5][O:6][C:7]1[CH:8]=[C:9]([CH:13]=[CH:14][C:15]([C:17]2[C:18](=[O:24])[N:19]([CH3:25])[C:20]([CH3:23])=[CH:21][CH:22]=2)=[O:16])[CH:10]=[CH:11][CH:12]=1)=[O:4]. Given the reactants [CH3:1][O:2][C:3]([CH2:5][O:6][C:7]1[CH:8]=[C:9]([CH:13]=[CH:14][C:15]([C:17]2[C:18](=[O:24])[NH:19][C:20]([CH3:23])=[CH:21][CH:22]=2)=[O:16])[CH:10]=[CH:11][CH:12]=1)=[O:4].[CH3:25]N(C)P(N(C)C)(N(C)C)=O.[H-].[Na+].CI, predict the reaction product.